From a dataset of Forward reaction prediction with 1.9M reactions from USPTO patents (1976-2016). Predict the product of the given reaction. (1) Given the reactants [CH2:1]([O:8][C:9]1[CH:18]=[C:17]2[C:12]([C:13]([O:19][C:20]3[CH:25]=[CH:24][C:23]([NH2:26])=[CH:22][C:21]=3[F:27])=[CH:14][CH:15]=[N:16]2)=[CH:11][C:10]=1[O:28][CH3:29])[C:2]1[CH:7]=[CH:6][CH:5]=[CH:4][CH:3]=1.[F:30][C:31]([F:42])([F:41])[C:32]1[CH:37]=[CH:36][C:35]([NH:38][CH:39]=[O:40])=[CH:34][CH:33]=1, predict the reaction product. The product is: [CH2:1]([O:8][C:9]1[CH:18]=[C:17]2[C:12]([C:13]([O:19][C:20]3[CH:25]=[CH:24][C:23]([NH:26][C:39]([NH:38][C:35]4[CH:34]=[CH:33][C:32]([C:31]([F:30])([F:41])[F:42])=[CH:37][CH:36]=4)=[O:40])=[CH:22][C:21]=3[F:27])=[CH:14][CH:15]=[N:16]2)=[CH:11][C:10]=1[O:28][CH3:29])[C:2]1[CH:7]=[CH:6][CH:5]=[CH:4][CH:3]=1. (2) Given the reactants [NH2:1][C:2]1[CH:6]=[C:5]([C:7]2[CH:12]=[CH:11][CH:10]=[CH:9][CH:8]=2)[Se:4][C:3]=1[C:13]#[N:14].C([OH:17])C, predict the reaction product. The product is: [NH2:1][C:2]1[CH:6]=[C:5]([C:7]2[CH:12]=[CH:11][CH:10]=[CH:9][CH:8]=2)[Se:4][C:3]=1[C:13]([NH2:14])=[O:17]. (3) Given the reactants [Cl:1][C:2]1[N:7]=[C:6]([N:8]([CH:16]2[CH2:20]CC[CH2:17]2)[C@H:9]([CH2:14][CH3:15])[C:10]([O:12][CH3:13])=[O:11])[C:5]([N+:21]([O-:23])=[O:22])=[CH:4][N:3]=1, predict the reaction product. The product is: [Cl:1][C:2]1[N:7]=[C:6]([N:8]([CH:16]([CH3:20])[CH3:17])[C@H:9]([CH2:14][CH3:15])[C:10]([O:12][CH3:13])=[O:11])[C:5]([N+:21]([O-:23])=[O:22])=[CH:4][N:3]=1. (4) Given the reactants [NH2:1][CH2:2][C@@H:3]1[C@H:8]([CH3:9])[CH2:7][CH2:6][CH2:5][N:4]1[C:10]([C:12]1[CH:17]=[C:16]([CH3:18])[CH:15]=[CH:14][C:13]=1[N:19]1[CH:23]=[CH:22][CH:21]=[N:20]1)=[O:11].Cl[C:25]1[N:26]=[N:27][C:28]([C:31]([F:34])([F:33])[F:32])=[CH:29][CH:30]=1, predict the reaction product. The product is: [CH3:9][C@@H:8]1[CH2:7][CH2:6][CH2:5][N:4]([C:10]([C:12]2[CH:17]=[C:16]([CH3:18])[CH:15]=[CH:14][C:13]=2[N:19]2[CH:23]=[CH:22][CH:21]=[N:20]2)=[O:11])[C@@H:3]1[CH2:2][NH:1][C:25]1[N:26]=[N:27][C:28]([C:31]([F:34])([F:33])[F:32])=[CH:29][CH:30]=1. (5) Given the reactants C([O:9][CH2:10][CH2:11][O:12][CH2:13][CH2:14][N:15]1[C:23]2[C:22](Cl)=[N:21][CH:20]=[N:19][C:18]=2[CH:17]=[CH:16]1)(=O)C1C=CC=CC=1.[CH3:25][C:26]1[N:31]=[CH:30][C:29]([O:32][C:33]2[CH:39]=[CH:38][C:36]([NH2:37])=[CH:35][C:34]=2[C:40]([F:43])([F:42])[F:41])=[CH:28][CH:27]=1.CN1CCCC1=O, predict the reaction product. The product is: [CH3:25][C:26]1[N:31]=[CH:30][C:29]([O:32][C:33]2[CH:39]=[CH:38][C:36]([NH:37][C:22]3[C:23]4[N:15]([CH2:14][CH2:13][O:12][CH2:11][CH2:10][OH:9])[CH:16]=[CH:17][C:18]=4[N:19]=[CH:20][N:21]=3)=[CH:35][C:34]=2[C:40]([F:43])([F:41])[F:42])=[CH:28][CH:27]=1. (6) The product is: [F:22][C:2]([F:1])([F:21])[C:3]1[N:8]=[C:7]([NH:9][CH2:10][CH2:11][C:12]([F:15])([F:14])[F:13])[C:6]([C:16]([OH:18])=[O:17])=[CH:5][N:4]=1. Given the reactants [F:1][C:2]([F:22])([F:21])[C:3]1[N:8]=[C:7]([NH:9][CH2:10][CH2:11][C:12]([F:15])([F:14])[F:13])[C:6]([C:16]([O:18]CC)=[O:17])=[CH:5][N:4]=1.[OH-].[Na+], predict the reaction product.